This data is from Forward reaction prediction with 1.9M reactions from USPTO patents (1976-2016). The task is: Predict the product of the given reaction. (1) Given the reactants Br[C:2]1[CH:10]=[CH:9][CH:8]=[C:7]2[C:3]=1[CH:4]=[CH:5][NH:6]2.[Cl:11][C:12]1[CH:17]=[CH:16][CH:15]=[CH:14][C:13]=1B(O)O.[OH-].[Na+], predict the reaction product. The product is: [Cl:11][C:12]1[CH:17]=[CH:16][CH:15]=[CH:14][C:13]=1[C:2]1[CH:10]=[CH:9][CH:8]=[C:7]2[C:3]=1[CH:4]=[CH:5][NH:6]2. (2) Given the reactants [CH3:1][O:2][C:3]1[C:12]([CH3:13])=[C:11]2[C:6]([C:7]([O:21][CH:22]3[CH2:39][CH:38]4[N:24]([C:25](=[O:45])[N:26]([CH3:44])[CH2:27][CH2:28][CH2:29][CH2:30][CH:31]=[CH:32][CH:33]5[C:35]([C:41](O)=[O:42])([NH:36][C:37]4=[O:40])[CH2:34]5)[CH2:23]3)=[N:8][C:9]([C:14]3[CH:19]=[CH:18][CH:17]=[C:16]([CH3:20])[N:15]=3)=[N:10]2)=[CH:5][CH:4]=1.[CH:46]1([S:49]([NH2:52])(=[O:51])=[O:50])[CH2:48][CH2:47]1, predict the reaction product. The product is: [CH3:1][O:2][C:3]1[C:12]([CH3:13])=[C:11]2[C:6]([C:7]([O:21][CH:22]3[CH2:39][CH:38]4[N:24]([C:25](=[O:45])[N:26]([CH3:44])[CH2:27][CH2:28][CH2:29][CH2:30][CH:31]=[CH:32][CH:33]5[C:35]([C:41]([NH:52][S:49]([CH:46]6[CH2:48][CH2:47]6)(=[O:51])=[O:50])=[O:42])([NH:36][C:37]4=[O:40])[CH2:34]5)[CH2:23]3)=[N:8][C:9]([C:14]3[CH:19]=[CH:18][CH:17]=[C:16]([CH3:20])[N:15]=3)=[N:10]2)=[CH:5][CH:4]=1.